This data is from Full USPTO retrosynthesis dataset with 1.9M reactions from patents (1976-2016). The task is: Predict the reactants needed to synthesize the given product. Given the product [N:29]1[CH:34]=[CH:33][CH:32]=[CH:31][C:30]=1[C:35](=[O:36])[CH2:5][C:4]1[C:6]2[C:11](=[CH:10][CH:9]=[CH:8][CH:7]=2)[N:1]=[CH:2][CH:3]=1, predict the reactants needed to synthesize it. The reactants are: [N:1]1[C:11]2[C:6](=[CH:7][CH:8]=[CH:9][CH:10]=2)[C:4]([CH3:5])=[CH:3][CH:2]=1.C[Si]([N-][Si](C)(C)C)(C)C.[K+].C1(C)C=CC=CC=1.[N:29]1[CH:34]=[CH:33][CH:32]=[CH:31][C:30]=1[C:35](OCC)=[O:36].